This data is from NCI-60 drug combinations with 297,098 pairs across 59 cell lines. The task is: Regression. Given two drug SMILES strings and cell line genomic features, predict the synergy score measuring deviation from expected non-interaction effect. (1) Drug 1: C1CNP(=O)(OC1)N(CCCl)CCCl. Drug 2: CCC1(C2=C(COC1=O)C(=O)N3CC4=CC5=C(C=CC(=C5CN(C)C)O)N=C4C3=C2)O.Cl. Cell line: RXF 393. Synergy scores: CSS=-4.21, Synergy_ZIP=1.85, Synergy_Bliss=-1.08, Synergy_Loewe=-9.84, Synergy_HSA=-7.02. (2) Drug 1: C1=CC(=C2C(=C1NCCNCCO)C(=O)C3=C(C=CC(=C3C2=O)O)O)NCCNCCO. Drug 2: CC1CCCC2(C(O2)CC(NC(=O)CC(C(C(=O)C(C1O)C)(C)C)O)C(=CC3=CSC(=N3)C)C)C. Cell line: MDA-MB-435. Synergy scores: CSS=4.88, Synergy_ZIP=0.0412, Synergy_Bliss=4.85, Synergy_Loewe=-1.47, Synergy_HSA=2.21. (3) Drug 1: CCCCC(=O)OCC(=O)C1(CC(C2=C(C1)C(=C3C(=C2O)C(=O)C4=C(C3=O)C=CC=C4OC)O)OC5CC(C(C(O5)C)O)NC(=O)C(F)(F)F)O. Drug 2: C1CC(=O)NC(=O)C1N2C(=O)C3=CC=CC=C3C2=O. Cell line: SF-539. Synergy scores: CSS=80.8, Synergy_ZIP=10.3, Synergy_Bliss=9.60, Synergy_Loewe=-10.7, Synergy_HSA=9.29. (4) Synergy scores: CSS=55.6, Synergy_ZIP=-3.56, Synergy_Bliss=-3.92, Synergy_Loewe=-2.50, Synergy_HSA=1.48. Drug 2: CC1=C(C(=O)C2=C(C1=O)N3CC4C(C3(C2COC(=O)N)OC)N4)N. Drug 1: C1C(C(OC1N2C=NC3=C(N=C(N=C32)Cl)N)CO)O. Cell line: SN12C. (5) Drug 1: CC1=CC2C(CCC3(C2CCC3(C(=O)C)OC(=O)C)C)C4(C1=CC(=O)CC4)C. Drug 2: C1CN1P(=S)(N2CC2)N3CC3. Cell line: SNB-75. Synergy scores: CSS=2.98, Synergy_ZIP=-0.0432, Synergy_Bliss=-0.196, Synergy_Loewe=-13.2, Synergy_HSA=-5.36.